From a dataset of Forward reaction prediction with 1.9M reactions from USPTO patents (1976-2016). Predict the product of the given reaction. (1) Given the reactants [F:1][C:2]1[CH:7]=[CH:6][C:5]([CH:8]2[C:13]3=[N:14][NH:15][C:16](=[O:21])[C:17]4[CH:18]=[CH:19][CH:20]=[C:11]([C:12]=43)[NH:10][CH:9]2[C:22]2[CH:29]=[CH:28][C:25]([CH:26]=O)=[CH:24][CH:23]=2)=[CH:4][CH:3]=1.[CH3:30][N:31]1[CH2:36][CH2:35][NH:34][CH2:33][CH2:32]1.C(O)(=O)C.C(O[BH-](OC(=O)C)OC(=O)C)(=O)C.[Na+], predict the reaction product. The product is: [F:1][C:2]1[CH:3]=[CH:4][C:5]([CH:8]2[C:13]3=[N:14][NH:15][C:16](=[O:21])[C:17]4[CH:18]=[CH:19][CH:20]=[C:11]([C:12]=43)[NH:10][CH:9]2[C:22]2[CH:23]=[CH:24][C:25]([CH2:26][N:34]3[CH2:35][CH2:36][N:31]([CH3:30])[CH2:32][CH2:33]3)=[CH:28][CH:29]=2)=[CH:6][CH:7]=1. (2) The product is: [C:1]1([C@:11]2([CH2:12][OH:17])[CH2:16][CH:15]2[CH2:14][OH:13])[C:10]2[C:5](=[CH:6][CH:7]=[CH:8][CH:9]=2)[CH:4]=[CH:3][CH:2]=1. Given the reactants [C:1]1([C@:11]23[CH2:16][CH:15]2[CH2:14][O:13][C:12]3=[O:17])[C:10]2[C:5](=[CH:6][CH:7]=[CH:8][CH:9]=2)[CH:4]=[CH:3][CH:2]=1.ClCCl, predict the reaction product. (3) Given the reactants [NH2:1][C:2]1[CH:7]=[CH:6][C:5]([C:8]2[N:13]3[CH:14]=[CH:15][CH:16]=[C:12]3[C:11](=[O:17])[NH:10][N:9]=2)=[CH:4][CH:3]=1.N1C=CC=CC=1.[C:24]1([O:30][C:31](Cl)=[O:32])[CH:29]=[CH:28][CH:27]=[CH:26][CH:25]=1, predict the reaction product. The product is: [C:24]1([O:30][C:31](=[O:32])[NH:1][C:2]2[CH:3]=[CH:4][C:5]([C:8]3[N:13]4[CH:14]=[CH:15][CH:16]=[C:12]4[C:11](=[O:17])[NH:10][N:9]=3)=[CH:6][CH:7]=2)[CH:29]=[CH:28][CH:27]=[CH:26][CH:25]=1. (4) Given the reactants O.[OH-].[Li+].C[O:5][C:6]([C:8]1[C:16]2[C:11](=[CH:12][CH:13]=[CH:14][CH:15]=2)[N:10]([C:17]2[CH:18]=[C:19]3[C:24](=[CH:25][CH:26]=2)[N:23]=[CH:22][CH:21]=[CH:20]3)[CH:9]=1)=[O:7], predict the reaction product. The product is: [C:6]([C:8]1[C:16]2[C:11](=[CH:12][CH:13]=[CH:14][CH:15]=2)[N:10]([C:17]2[CH:18]=[C:19]3[C:24](=[CH:25][CH:26]=2)[N:23]=[CH:22][CH:21]=[CH:20]3)[CH:9]=1)([OH:7])=[O:5]. (5) Given the reactants [Br:1][C:2]1[CH:3]=[CH:4][C:5]([Cl:20])=[C:6]([CH:8]([C:10]2[CH:15]=[CH:14][C:13]([O:16][CH2:17][CH3:18])=[C:12]([F:19])[CH:11]=2)O)[CH:7]=1.B(F)(F)F.CCOCC, predict the reaction product. The product is: [Br:1][C:2]1[CH:3]=[CH:4][C:5]([Cl:20])=[C:6]([CH2:8][C:10]2[CH:15]=[CH:14][C:13]([O:16][CH2:17][CH3:18])=[C:12]([F:19])[CH:11]=2)[CH:7]=1.